Dataset: Forward reaction prediction with 1.9M reactions from USPTO patents (1976-2016). Task: Predict the product of the given reaction. (1) The product is: [F:2][C:3]1[CH:4]=[C:5]2[C:9](=[CH:10][C:11]=1[C:12]1[CH:13]=[CH:14][CH:15]=[CH:16][CH:17]=1)[NH:8][CH2:7][CH2:6]2. Given the reactants B.[F:2][C:3]1[CH:4]=[C:5]2[C:9](=[CH:10][C:11]=1[C:12]1[CH:17]=[CH:16][CH:15]=[CH:14][CH:13]=1)[NH:8][CH:7]=[CH:6]2.C(O)(C(F)(F)F)=O.[OH-].[Na+], predict the reaction product. (2) Given the reactants Cl[C:2]1[N:7]=[C:6]([C:8]2[S:12][C:11]([CH2:13][CH3:14])=[N:10][C:9]=2[C:15]2[CH:20]=[CH:19][C:18]([CH2:21][O:22][Si](C(C)(C)C)(C)C)=[C:17]([O:30][CH3:31])[CH:16]=2)[CH:5]=[CH:4][N:3]=1.CCCCO.CO.[C:39]([N:42]1[CH2:47][CH2:46][N:45]([C:48]2[N:53]=[CH:52][C:51]([NH2:54])=[CH:50][CH:49]=2)[CH2:44][CH2:43]1)(=[O:41])[CH3:40].Cl, predict the reaction product. The product is: [C:39]([N:42]1[CH2:43][CH2:44][N:45]([C:48]2[N:53]=[CH:52][C:51]([NH:54][C:2]3[N:7]=[C:6]([C:8]4[S:12][C:11]([CH2:13][CH3:14])=[N:10][C:9]=4[C:15]4[CH:20]=[CH:19][C:18]([CH2:21][OH:22])=[C:17]([O:30][CH3:31])[CH:16]=4)[CH:5]=[CH:4][N:3]=3)=[CH:50][CH:49]=2)[CH2:46][CH2:47]1)(=[O:41])[CH3:40].